Regression. Given two drug SMILES strings and cell line genomic features, predict the synergy score measuring deviation from expected non-interaction effect. From a dataset of NCI-60 drug combinations with 297,098 pairs across 59 cell lines. (1) Drug 1: C1CCC(C1)C(CC#N)N2C=C(C=N2)C3=C4C=CNC4=NC=N3. Drug 2: B(C(CC(C)C)NC(=O)C(CC1=CC=CC=C1)NC(=O)C2=NC=CN=C2)(O)O. Cell line: HOP-62. Synergy scores: CSS=-4.53, Synergy_ZIP=1.38, Synergy_Bliss=-0.663, Synergy_Loewe=-3.95, Synergy_HSA=-4.17. (2) Drug 1: CN1CCC(CC1)COC2=C(C=C3C(=C2)N=CN=C3NC4=C(C=C(C=C4)Br)F)OC. Drug 2: C1=NC2=C(N=C(N=C2N1C3C(C(C(O3)CO)O)F)Cl)N. Cell line: SK-MEL-5. Synergy scores: CSS=33.7, Synergy_ZIP=-0.899, Synergy_Bliss=-4.40, Synergy_Loewe=-39.4, Synergy_HSA=-8.02. (3) Drug 1: C1CCN(CC1)CCOC2=CC=C(C=C2)C(=O)C3=C(SC4=C3C=CC(=C4)O)C5=CC=C(C=C5)O. Drug 2: C1=CN(C(=O)N=C1N)C2C(C(C(O2)CO)O)O.Cl. Cell line: MDA-MB-435. Synergy scores: CSS=-5.93, Synergy_ZIP=0.644, Synergy_Bliss=-1.31, Synergy_Loewe=-13.0, Synergy_HSA=-9.45. (4) Drug 1: C1=NC2=C(N1)C(=S)N=C(N2)N. Drug 2: C1CN1P(=S)(N2CC2)N3CC3. Cell line: MALME-3M. Synergy scores: CSS=13.7, Synergy_ZIP=-8.86, Synergy_Bliss=-2.23, Synergy_Loewe=-3.75, Synergy_HSA=-2.66. (5) Drug 1: CC(C1=C(C=CC(=C1Cl)F)Cl)OC2=C(N=CC(=C2)C3=CN(N=C3)C4CCNCC4)N. Drug 2: CC1C(C(=O)NC(C(=O)N2CCCC2C(=O)N(CC(=O)N(C(C(=O)O1)C(C)C)C)C)C(C)C)NC(=O)C3=C4C(=C(C=C3)C)OC5=C(C(=O)C(=C(C5=N4)C(=O)NC6C(OC(=O)C(N(C(=O)CN(C(=O)C7CCCN7C(=O)C(NC6=O)C(C)C)C)C)C(C)C)C)N)C. Cell line: SW-620. Synergy scores: CSS=47.0, Synergy_ZIP=25.4, Synergy_Bliss=24.5, Synergy_Loewe=22.9, Synergy_HSA=22.9. (6) Drug 1: CN1C2=C(C=C(C=C2)N(CCCl)CCCl)N=C1CCCC(=O)O.Cl. Drug 2: CC12CCC3C(C1CCC2O)C(CC4=C3C=CC(=C4)O)CCCCCCCCCS(=O)CCCC(C(F)(F)F)(F)F. Cell line: HT29. Synergy scores: CSS=9.79, Synergy_ZIP=-1.23, Synergy_Bliss=0.788, Synergy_Loewe=2.82, Synergy_HSA=1.38. (7) Drug 1: CC12CCC3C(C1CCC2O)C(CC4=C3C=CC(=C4)O)CCCCCCCCCS(=O)CCCC(C(F)(F)F)(F)F. Drug 2: CC(C)NC(=O)C1=CC=C(C=C1)CNNC.Cl. Cell line: IGROV1. Synergy scores: CSS=-2.62, Synergy_ZIP=2.53, Synergy_Bliss=2.16, Synergy_Loewe=0.0970, Synergy_HSA=-1.14. (8) Drug 1: CCC1=CC2CC(C3=C(CN(C2)C1)C4=CC=CC=C4N3)(C5=C(C=C6C(=C5)C78CCN9C7C(C=CC9)(C(C(C8N6C)(C(=O)OC)O)OC(=O)C)CC)OC)C(=O)OC.C(C(C(=O)O)O)(C(=O)O)O. Drug 2: CN(C)N=NC1=C(NC=N1)C(=O)N. Cell line: HCT-15. Synergy scores: CSS=19.1, Synergy_ZIP=-3.12, Synergy_Bliss=-2.94, Synergy_Loewe=-17.9, Synergy_HSA=-3.19. (9) Drug 1: CN(C(=O)NC(C=O)C(C(C(CO)O)O)O)N=O. Drug 2: COC1=C2C(=CC3=C1OC=C3)C=CC(=O)O2. Cell line: 786-0. Synergy scores: CSS=2.50, Synergy_ZIP=-0.0941, Synergy_Bliss=2.23, Synergy_Loewe=2.08, Synergy_HSA=0.811. (10) Drug 1: CS(=O)(=O)C1=CC(=C(C=C1)C(=O)NC2=CC(=C(C=C2)Cl)C3=CC=CC=N3)Cl. Drug 2: CC1=C(C=C(C=C1)NC(=O)C2=CC=C(C=C2)CN3CCN(CC3)C)NC4=NC=CC(=N4)C5=CN=CC=C5. Cell line: SK-MEL-5. Synergy scores: CSS=-4.51, Synergy_ZIP=-1.22, Synergy_Bliss=-12.3, Synergy_Loewe=-22.5, Synergy_HSA=-15.3.